Task: Predict which catalyst facilitates the given reaction.. Dataset: Catalyst prediction with 721,799 reactions and 888 catalyst types from USPTO (1) Reactant: [CH3:1][CH:2]([S:4]([CH2:7][C:8]1[CH:9]=[C:10]([NH:14]C(=O)C)[CH:11]=[CH:12][CH:13]=1)(=[O:6])=[O:5])[CH3:3].[ClH:18].C(O)C.C(OCC)(=O)C. Product: [Cl-:18].[CH3:3][CH:2]([S:4]([CH2:7][C:8]1[CH:9]=[C:10]([CH:11]=[CH:12][CH:13]=1)[NH3+:14])(=[O:6])=[O:5])[CH3:1]. The catalyst class is: 8. (2) Reactant: [NH2:1][C:2]1[C:3](Cl)=[N:4][C:5]([Cl:8])=[CH:6][CH:7]=1.[CH2:10]([Al](CC)CC)[CH3:11]. Product: [Cl:8][C:5]1[N:4]=[C:3]([CH2:10][CH3:11])[C:2]([NH2:1])=[CH:7][CH:6]=1. The catalyst class is: 77. (3) Reactant: N12CCCN=C1CCCCC2.[C:12]([OH:17])(=[O:16])[C@H:13]([CH3:15])[OH:14].[CH2:18](Br)[C:19]1[CH:24]=[CH:23][CH:22]=[CH:21][CH:20]=1. Product: [C:12]([O:17][CH2:18][C:19]1[CH:24]=[CH:23][CH:22]=[CH:21][CH:20]=1)(=[O:16])[C@H:13]([CH3:15])[OH:14]. The catalyst class is: 5. (4) Reactant: Cl.Cl.[CH3:3][Si:4]([CH3:31])([CH3:30])[CH2:5][CH2:6][O:7][CH2:8][N:9]1[C:13]2[N:14]=[CH:15][N:16]=[C:17]([C:18]3[CH:19]=[N:20][N:21]([C:23]4([CH2:27][C:28]#[N:29])[CH2:26][NH:25][CH2:24]4)[CH:22]=3)[C:12]=2[CH:11]=[CH:10]1.[CH3:32][CH:33]1[CH2:38][C:37](=O)[CH2:36][CH2:35][N:34]1[C:40]([O:42][C:43]([CH3:46])([CH3:45])[CH3:44])=[O:41].C(N(CC)C(C)C)(C)C.C(O[BH-](OC(=O)C)OC(=O)C)(=O)C.[Na+]. Product: [C:28]([CH2:27][C:23]1([N:21]2[CH:22]=[C:18]([C:17]3[C:12]4[CH:11]=[CH:10][N:9]([CH2:8][O:7][CH2:6][CH2:5][Si:4]([CH3:30])([CH3:3])[CH3:31])[C:13]=4[N:14]=[CH:15][N:16]=3)[CH:19]=[N:20]2)[CH2:24][N:25]([CH:37]2[CH2:36][CH2:35][N:34]([C:40]([O:42][C:43]([CH3:46])([CH3:45])[CH3:44])=[O:41])[CH:33]([CH3:32])[CH2:38]2)[CH2:26]1)#[N:29]. The catalyst class is: 220. (5) Reactant: [Cl:1][C:2]1[CH:3]=[C:4]([C:21]2[CH:26]=[CH:25][CH:24]=[C:23]([C:27](O)=[O:28])[CH:22]=2)[CH:5]=[CH:6][C:7]=1[CH2:8][CH:9]1[CH2:13][CH2:12][N:11]([CH:14]2[CH2:19][CH2:18][CH2:17][CH2:16][CH2:15]2)[C:10]1=[O:20].CCN=C=NCCCN(C)C.C1C=CC2N(O)N=NC=2C=1.C(N(CC)CC)C.[CH3:58][N:59]1[CH2:64][CH2:63][NH:62][CH2:61][CH2:60]1. Product: [ClH:1].[Cl:1][C:2]1[CH:3]=[C:4]([C:21]2[CH:26]=[CH:25][CH:24]=[C:23]([C:27]([N:62]3[CH2:63][CH2:64][N:59]([CH3:58])[CH2:60][CH2:61]3)=[O:28])[CH:22]=2)[CH:5]=[CH:6][C:7]=1[CH2:8][CH:9]1[CH2:13][CH2:12][N:11]([CH:14]2[CH2:19][CH2:18][CH2:17][CH2:16][CH2:15]2)[C:10]1=[O:20]. The catalyst class is: 18. (6) Reactant: [N:1]1[CH:6]=[CH:5][CH:4]=[C:3]([NH:7][C:8]([O:10]CC(Cl)(Cl)Cl)=O)[CH:2]=1.[CH2:16]([C:18]1[S:22][C:21]([N:23]2[CH2:28][CH2:27][NH:26][CH2:25][CH2:24]2)=[N:20][C:19]=1[C:29]1[CH:34]=[CH:33][CH:32]=[CH:31][CH:30]=1)[CH3:17].C(N(C(C)C)CC)(C)C.O. Product: [CH2:16]([C:18]1[S:22][C:21]([N:23]2[CH2:24][CH2:25][N:26]([C:8]([NH:7][C:3]3[CH:2]=[N:1][CH:6]=[CH:5][CH:4]=3)=[O:10])[CH2:27][CH2:28]2)=[N:20][C:19]=1[C:29]1[CH:34]=[CH:33][CH:32]=[CH:31][CH:30]=1)[CH3:17]. The catalyst class is: 16.